The task is: Predict the product of the given reaction.. This data is from Forward reaction prediction with 1.9M reactions from USPTO patents (1976-2016). (1) The product is: [C:32]([OH:45])(=[O:44])[CH:33]=[CH2:34].[NH2:26][C:27]([O:19][CH2:1][CH3:2])=[O:28]. Given the reactants [CH2:1]([OH:19])[CH2:2]CCCCCCCCCCCCCCCC.C(N=C=O)CCCCC[N:26]=[C:27]=[O:28].[C:32]([O-:45])(=[O:44])[CH2:33][CH2:34]CCCCCCCCC.C([Sn+2]CCCC)CCC.[C:32]([O-:45])(=[O:44])[CH2:33][CH2:34]CCCCCCCCC.COC1C=CC(O)=CC=1, predict the reaction product. (2) Given the reactants C(OC([N:8]1[CH2:13][CH2:12][C:11](=O)[CH2:10][CH2:9]1)=O)(C)(C)C.[CH:15]1([NH2:18])[CH2:17][CH2:16]1.C(O[BH-](OC(=O)C)OC(=O)C)(=O)C.[Na+].C(=O)([O-])O.[Na+].[Cl:38]CCCl, predict the reaction product. The product is: [CH:15]1([NH:18][CH:11]2[CH2:10][CH2:9][NH:8][CH2:13][CH2:12]2)[CH2:17][CH2:16]1.[ClH:38]. (3) The product is: [OH:17][CH:16]([C:13]1[CH:14]=[CH:15][C:10]2[O:9][CH2:8][C:7](=[O:18])[N:6]([CH2:5][CH2:4][CH2:3][O:2][CH3:1])[C:11]=2[CH:12]=1)[CH3:19]. Given the reactants [CH3:1][O:2][CH2:3][CH2:4][CH2:5][N:6]1[C:11]2[CH:12]=[C:13]([CH:16]=[O:17])[CH:14]=[CH:15][C:10]=2[O:9][CH2:8][C:7]1=[O:18].[CH3:19][Mg]Br, predict the reaction product. (4) Given the reactants Cl[C:2]1[N:12]=[CH:11][C:10]2[O:9][CH2:8][CH2:7][N:6]3[CH:13]=[C:14]([C:16]4[N:20]([CH:21]([CH3:23])[CH3:22])[N:19]=[CH:18][N:17]=4)[N:15]=[C:5]3[C:4]=2[CH:3]=1.[CH3:24][N:25]1[CH2:30][CH2:29][NH:28][CH2:27][CH2:26]1.C(N1CCN2CCN(CC(C)C)P1N(CC(C)C)CC2)C(C)C.CC(C)([O-])C.[Na+], predict the reaction product. The product is: [CH:21]([N:20]1[C:16]([C:14]2[N:15]=[C:5]3[C:4]4[CH:3]=[C:2]([N:28]5[CH2:29][CH2:30][N:25]([CH3:24])[CH2:26][CH2:27]5)[N:12]=[CH:11][C:10]=4[O:9][CH2:8][CH2:7][N:6]3[CH:13]=2)=[N:17][CH:18]=[N:19]1)([CH3:23])[CH3:22]. (5) Given the reactants [CH2:1]([C:8](O)=O)[C:2]([CH2:4][C:5](O)=[O:6])=O.[CH:11](=O)[CH2:12][CH2:13]CC=O.Cl.[CH2:19]([NH2:26])[C:20]1[CH:25]=[CH:24][CH:23]=[CH:22][CH:21]=1.C([O-])(=O)C.[Na+].Cl, predict the reaction product. The product is: [CH2:19]([N:26]1[CH:12]2[CH2:13][CH2:8][CH2:1][CH:2]1[CH2:4][C:5](=[O:6])[CH2:11]2)[C:20]1[CH:25]=[CH:24][CH:23]=[CH:22][CH:21]=1.